Dataset: NCI-60 drug combinations with 297,098 pairs across 59 cell lines. Task: Regression. Given two drug SMILES strings and cell line genomic features, predict the synergy score measuring deviation from expected non-interaction effect. (1) Drug 1: C1CC(=O)NC(=O)C1N2CC3=C(C2=O)C=CC=C3N. Drug 2: CC1=C2C(C(=O)C3(C(CC4C(C3C(C(C2(C)C)(CC1OC(=O)C(C(C5=CC=CC=C5)NC(=O)C6=CC=CC=C6)O)O)OC(=O)C7=CC=CC=C7)(CO4)OC(=O)C)O)C)OC(=O)C. Cell line: KM12. Synergy scores: CSS=11.8, Synergy_ZIP=-12.7, Synergy_Bliss=-17.5, Synergy_Loewe=-54.6, Synergy_HSA=-13.0. (2) Synergy scores: CSS=-6.45, Synergy_ZIP=1.09, Synergy_Bliss=-4.03, Synergy_Loewe=-6.25, Synergy_HSA=-6.21. Drug 1: CC1=C(C=C(C=C1)NC2=NC=CC(=N2)N(C)C3=CC4=NN(C(=C4C=C3)C)C)S(=O)(=O)N.Cl. Drug 2: CN(C)C1=NC(=NC(=N1)N(C)C)N(C)C. Cell line: SK-OV-3. (3) Drug 1: CCC1=C2CN3C(=CC4=C(C3=O)COC(=O)C4(CC)O)C2=NC5=C1C=C(C=C5)O. Drug 2: CN(C(=O)NC(C=O)C(C(C(CO)O)O)O)N=O. Cell line: MDA-MB-231. Synergy scores: CSS=10.8, Synergy_ZIP=-5.32, Synergy_Bliss=-1.33, Synergy_Loewe=-8.15, Synergy_HSA=-1.57.